From a dataset of Catalyst prediction with 721,799 reactions and 888 catalyst types from USPTO. Predict which catalyst facilitates the given reaction. (1) Reactant: [F:1][C:2]([F:32])([F:31])[C:3]1[CH:4]=[C:5]([C:13]2([C:27]([F:30])([F:29])[F:28])[CH2:17][CH2:16][N:15]([C:18]3[N:23]=[C:22]([Br:24])[C:21]([CH2:25][NH2:26])=[CH:20][CH:19]=3)[CH2:14]2)[CH:6]=[C:7]([C:9]([F:12])([F:11])[F:10])[CH:8]=1.[C:33](O[C:33]([O:35][C:36]([CH3:39])([CH3:38])[CH3:37])=[O:34])([O:35][C:36]([CH3:39])([CH3:38])[CH3:37])=[O:34].O1CCCC1.C(N(CC)CC)C. Product: [C:36]([O:35][C:33](=[O:34])[NH:26][CH2:25][C:21]1[C:22]([Br:24])=[N:23][C:18]([N:15]2[CH2:16][CH2:17][C:13]([C:5]3[CH:6]=[C:7]([C:9]([F:12])([F:11])[F:10])[CH:8]=[C:3]([C:2]([F:1])([F:31])[F:32])[CH:4]=3)([C:27]([F:29])([F:30])[F:28])[CH2:14]2)=[CH:19][CH:20]=1)([CH3:39])([CH3:38])[CH3:37]. The catalyst class is: 6. (2) Reactant: [C:1]([O-:4])([O-])=[O:2].[K+].[K+].[CH2:7]([NH:10][CH2:11][C:12]#[CH:13])[C:8]#[CH:9].[C:14]1([CH3:20])[CH:19]=[CH:18][CH:17]=[CH:16][CH:15]=1. Product: [CH2:20]([O:4][C:1](=[O:2])[N:10]([CH2:11][C:12]#[CH:13])[CH2:7][C:8]#[CH:9])[C:14]1[CH:19]=[CH:18][CH:17]=[CH:16][CH:15]=1. The catalyst class is: 6. (3) Reactant: [Cl:1][C:2]1[N:10]=[C:9]2[C:5]([N:6]=[CH:7][NH:8]2)=[C:4]([NH:11][C:12]2[CH:13]=[C:14]3[C:18](=[CH:19][CH:20]=2)[CH2:17][CH2:16][CH2:15]3)[N:3]=1.[H-].[Na+].[CH:23]1(Br)[CH2:27][CH2:26][CH2:25][CH2:24]1.O. Product: [Cl:1][C:2]1[N:10]=[C:9]2[C:5]([N:6]=[CH:7][N:8]2[CH:23]2[CH2:27][CH2:26][CH2:25][CH2:24]2)=[C:4]([NH:11][C:12]2[CH:13]=[C:14]3[C:18](=[CH:19][CH:20]=2)[CH2:17][CH2:16][CH2:15]3)[N:3]=1. The catalyst class is: 3. (4) Reactant: [O:1]=[C:2]1[CH2:7][CH2:6][CH:5]([C:8]([O:10][CH2:11][CH3:12])=[O:9])[CH2:4][CH2:3]1.[CH2:13](O)[CH2:14][OH:15].O.C1(C)C=CC(S(O)(=O)=O)=CC=1. Product: [O:15]1[C:2]2([CH2:7][CH2:6][CH:5]([C:8]([O:10][CH2:11][CH3:12])=[O:9])[CH2:4][CH2:3]2)[O:1][CH2:13][CH2:14]1. The catalyst class is: 93. (5) Reactant: [CH2:1]([O:5][C:6]1[N:14]=[C:13]2[C:9]([N:10]=[C:11]([O:38]C)[N:12]2[CH2:15][C:16]2[CH:21]=[CH:20][C:19]([O:22][CH2:23][CH2:24][CH2:25][CH2:26][N:27]3[CH2:32][CH2:31][CH:30]([C:33]([O:35][CH2:36]C)=[O:34])[CH2:29][CH2:28]3)=[CH:18][CH:17]=2)=[C:8]([NH2:40])[N:7]=1)[CH2:2][CH2:3][CH3:4]. Product: [CH2:1]([O:5][C:6]1[N:14]=[C:13]2[C:9]([NH:10][C:11](=[O:38])[N:12]2[CH2:15][C:16]2[CH:17]=[CH:18][C:19]([O:22][CH2:23][CH2:24][CH2:25][CH2:26][N:27]3[CH2:28][CH2:29][CH:30]([C:33]([O:35][CH3:36])=[O:34])[CH2:31][CH2:32]3)=[CH:20][CH:21]=2)=[C:8]([NH2:40])[N:7]=1)[CH2:2][CH2:3][CH3:4]. The catalyst class is: 209. (6) Reactant: [Br-].C([P+]([C:21]1[CH:26]=[CH:25][CH:24]=[CH:23][CH:22]=1)([C:21]1[CH:26]=[CH:25][CH:24]=[CH:23][CH:22]=1)[C:21]1[CH:26]=[CH:25][CH:24]=[CH:23][CH:22]=1)CCCCC.[CH2:27]([Li])CCC.[Br:32][C:33]1[CH:40]=[CH:39][C:36]([CH:37]=O)=[CH:35][N:34]=1.[NH4+].[Cl-]. Product: [Br:32][C:33]1[CH:40]=[CH:39][C:36]([CH:37]=[CH:27][CH2:22][CH2:23][CH2:24][CH2:25][CH2:26][CH3:21])=[CH:35][N:34]=1. The catalyst class is: 20.